The task is: Predict the reactants needed to synthesize the given product.. This data is from Full USPTO retrosynthesis dataset with 1.9M reactions from patents (1976-2016). (1) Given the product [C:13]([C:17]1[C:22]([Br:23])=[C:21]([I:28])[CH:20]=[C:19]([Si:24]([CH3:27])([CH3:26])[CH3:25])[N:18]=1)([CH3:16])([CH3:14])[CH3:15], predict the reactants needed to synthesize it. The reactants are: [Li]CCCC.C(NC(C)C)(C)C.[C:13]([C:17]1[C:22]([Br:23])=[CH:21][CH:20]=[C:19]([Si:24]([CH3:27])([CH3:26])[CH3:25])[N:18]=1)([CH3:16])([CH3:15])[CH3:14].[I:28]I.S([O-])([O-])=O.[Na+].[Na+]. (2) Given the product [CH2:1]([O:3][C:4]1[CH:9]=[C:8]([C:23]2[CH:32]=[CH:31][C:30]3[N:29]=[CH:28][C:27]4[N:33]([CH3:44])[C:34](=[O:43])[N:35]([C:36]5[C:37]([CH3:42])=[N:38][CH:39]=[CH:40][CH:41]=5)[C:26]=4[C:25]=3[CH:24]=2)[CH:7]=[N:6][C:5]=1[CH2:19][O:20][CH3:21])[CH3:2], predict the reactants needed to synthesize it. The reactants are: [CH2:1]([O:3][C:4]1[C:5]([CH2:19][O:20][CH3:21])=[N:6][CH:7]=[C:8](B2OC(C)(C)C(C)(C)O2)[CH:9]=1)[CH3:2].Br[C:23]1[CH:32]=[CH:31][C:30]2[N:29]=[CH:28][C:27]3[N:33]([CH3:44])[C:34](=[O:43])[N:35]([C:36]4[C:37]([CH3:42])=[N:38][CH:39]=[CH:40][CH:41]=4)[C:26]=3[C:25]=2[CH:24]=1. (3) The reactants are: C([O:5][C:6](=[O:45])[C@@H:7]([NH:13][C:14](=[O:44])[CH2:15][CH2:16][C:17](=[O:43])[NH:18][CH2:19][CH2:20][O:21][CH2:22][CH2:23][O:24][CH2:25][CH2:26][NH:27][C:28](=[O:42])[CH2:29][CH2:30][CH2:31][CH2:32][CH2:33][CH2:34][C:35]([O:37][C:38]([CH3:41])([CH3:40])[CH3:39])=[O:36])[CH2:8][CH2:9][C:10]([OH:12])=[O:11])(C)(C)C.[B-](F)(F)(F)F.CN(C(O[N:59]1[C:64](=[O:65])[CH2:63][CH2:62][C:60]1=[O:61])=[N+](C)C)C. Given the product [O:61]=[C:60]1[CH2:62][CH2:63][C:64](=[O:65])[N:59]1[O:5][C:6](=[O:45])[C@@H:7]([NH:13][C:14](=[O:44])[CH2:15][CH2:16][C:17](=[O:43])[NH:18][CH2:19][CH2:20][O:21][CH2:22][CH2:23][O:24][CH2:25][CH2:26][NH:27][C:28](=[O:42])[CH2:29][CH2:30][CH2:31][CH2:32][CH2:33][CH2:34][C:35]([O:37][C:38]([CH3:39])([CH3:40])[CH3:41])=[O:36])[CH2:8][CH2:9][C:10]([O:12][C:38]([CH3:41])([CH3:40])[CH3:39])=[O:11], predict the reactants needed to synthesize it. (4) Given the product [Br:16][C:15]1[C:10]2[O:9][CH:8]([CH:17]([CH3:19])[CH3:18])[C:7](=[O:20])[N:6]([CH2:5][CH2:4][C:3]([OH:21])=[O:2])[C:11]=2[CH:12]=[CH:13][CH:14]=1, predict the reactants needed to synthesize it. The reactants are: C[O:2][C:3](=[O:21])[CH2:4][CH2:5][N:6]1[C:11]2[CH:12]=[CH:13][CH:14]=[C:15]([Br:16])[C:10]=2[O:9][CH:8]([CH:17]([CH3:19])[CH3:18])[C:7]1=[O:20].[OH-].[Na+]. (5) Given the product [Cl:1][C:2]1[CH:3]=[N:4][C:5]2[N:6]([N:8]=[C:9]([C:11]([N:21]3[CH2:20][CH2:19][N:18]4[CH:23]=[C:15]([CH3:14])[N:16]=[C:17]4[CH2:22]3)=[O:13])[CH:10]=2)[CH:7]=1, predict the reactants needed to synthesize it. The reactants are: [Cl:1][C:2]1[CH:3]=[N:4][C:5]2[N:6]([N:8]=[C:9]([C:11]([OH:13])=O)[CH:10]=2)[CH:7]=1.[CH3:14][C:15]1[N:16]=[C:17]2[CH2:22][NH:21][CH2:20][CH2:19][N:18]2[CH:23]=1.